From a dataset of Catalyst prediction with 721,799 reactions and 888 catalyst types from USPTO. Predict which catalyst facilitates the given reaction. (1) Reactant: [Cl:1][C:2]1[CH:14]=[C:13]([N+:15]([O-:17])=[O:16])[CH:12]=[CH:11][C:3]=1[C:4](/[N:6]=[CH:7]\[N:8](C)C)=O.[CH3:18][NH:19]N. Product: [Cl:1][C:2]1[CH:14]=[C:13]([N+:15]([O-:17])=[O:16])[CH:12]=[CH:11][C:3]=1[C:4]1[N:19]([CH3:18])[N:8]=[CH:7][N:6]=1. The catalyst class is: 15. (2) Reactant: [Cl:1][C:2]1[CH:9]=[C:8]([OH:10])[CH:7]=[C:6]([Cl:11])[C:3]=1[CH:4]=[O:5].[Si:12]([O:19][CH2:20][CH:21]([CH2:28][O:29][Si:30]([C:33]([CH3:36])([CH3:35])[CH3:34])([CH3:32])[CH3:31])[CH2:22]OS(C)(=O)=O)([C:15]([CH3:18])([CH3:17])[CH3:16])([CH3:14])[CH3:13].C(=O)([O-])[O-].[K+].[K+].C1OCCOCCOCCOCCOCCOC1.[Na+].[Cl-]. Product: [Cl:1][C:2]1[CH:9]=[C:8]([O:10][CH2:22][CH:21]([CH2:28][O:29][Si:30]([C:33]([CH3:34])([CH3:36])[CH3:35])([CH3:31])[CH3:32])[CH2:20][O:19][Si:12]([C:15]([CH3:16])([CH3:17])[CH3:18])([CH3:13])[CH3:14])[CH:7]=[C:6]([Cl:11])[C:3]=1[CH:4]=[O:5]. The catalyst class is: 42.